Dataset: Full USPTO retrosynthesis dataset with 1.9M reactions from patents (1976-2016). Task: Predict the reactants needed to synthesize the given product. (1) Given the product [Cl:3][C:18]1[N:17]2[N:21]=[C:22]([CH:24]3[CH2:25][CH2:26][N:27]([CH2:30][C:31]([O:33][CH2:34][CH3:35])=[O:32])[CH2:28][CH2:29]3)[N:23]=[C:16]2[CH:15]=[C:14]([C:8]2[CH:9]=[CH:10][C:11]([Cl:13])=[CH:12][C:7]=2[Cl:6])[N:19]=1, predict the reactants needed to synthesize it. The reactants are: P(Cl)(Cl)([Cl:3])=O.[Cl:6][C:7]1[CH:12]=[C:11]([Cl:13])[CH:10]=[CH:9][C:8]=1[C:14]1[NH:19][C:18](=O)[N:17]2[N:21]=[C:22]([CH:24]3[CH2:29][CH2:28][N:27]([CH2:30][C:31]([O:33][CH2:34][CH3:35])=[O:32])[CH2:26][CH2:25]3)[N:23]=[C:16]2[CH:15]=1. (2) Given the product [C:19]([C:16]1[CH:17]=[CH:18][C:13]([CH2:12][NH:11][C:9](=[O:10])[CH:8]([C:5]2[CH:6]=[CH:7][C:2]([C:30]3[CH:29]=[CH:28][CH:27]=[C:26]([O:25][CH3:24])[CH:31]=3)=[CH:3][C:4]=2[F:23])[O:21][CH3:22])=[CH:14][CH:15]=1)#[N:20], predict the reactants needed to synthesize it. The reactants are: Br[C:2]1[CH:7]=[CH:6][C:5]([CH:8]([O:21][CH3:22])[C:9]([NH:11][CH2:12][C:13]2[CH:18]=[CH:17][C:16]([C:19]#[N:20])=[CH:15][CH:14]=2)=[O:10])=[C:4]([F:23])[CH:3]=1.[CH3:24][O:25][C:26]1[CH:27]=[C:28](B(O)O)[CH:29]=[CH:30][CH:31]=1.